Dataset: Peptide-MHC class I binding affinity with 185,985 pairs from IEDB/IMGT. Task: Regression. Given a peptide amino acid sequence and an MHC pseudo amino acid sequence, predict their binding affinity value. This is MHC class I binding data. (1) The peptide sequence is PYLGKREDLW. The MHC is HLA-A23:01 with pseudo-sequence HLA-A23:01. The binding affinity (normalized) is 0.425. (2) The peptide sequence is WGKEAVNHF. The MHC is HLA-A03:01 with pseudo-sequence HLA-A03:01. The binding affinity (normalized) is 0.0847. (3) The MHC is HLA-B46:01 with pseudo-sequence HLA-B46:01. The binding affinity (normalized) is 0.169. The peptide sequence is MLVGHMPFM. (4) The peptide sequence is GQFDSMLAK. The MHC is HLA-B15:01 with pseudo-sequence HLA-B15:01. The binding affinity (normalized) is 0.368. (5) The peptide sequence is YFNTHDVYF. The MHC is HLA-A02:19 with pseudo-sequence HLA-A02:19. The binding affinity (normalized) is 0.0847. (6) The peptide sequence is YSTTIRYQA. The MHC is HLA-A02:01 with pseudo-sequence HLA-A02:01. The binding affinity (normalized) is 0.0153. (7) The peptide sequence is SFGAGTLAK. The MHC is HLA-B44:02 with pseudo-sequence HLA-B44:02. The binding affinity (normalized) is 0.0847.